Dataset: Reaction yield outcomes from USPTO patents with 853,638 reactions. Task: Predict the reaction yield, written as a fraction of the theoretical maximum amount of product (1.0 means a 100% yield; for example, 0.34 means a 34% yield). (1) The reactants are I[C:2]1[CH:3]=[C:4]([CH:8]=[C:9]([N+:11]([O-:13])=[O:12])[CH:10]=1)[C:5]([OH:7])=[O:6].B(O)(O)[C:15]1[CH:16]=[CH:17][C:18]([CH3:21])=[CH:19][CH:20]=1.C([O-])([O-])=O.[Cs+].[Cs+].[OH-].[Na+]. The catalyst is C1(C)C=CC=CC=1.C(O)C.O.C1C=CC([P]([Pd]([P](C2C=CC=CC=2)(C2C=CC=CC=2)C2C=CC=CC=2)([P](C2C=CC=CC=2)(C2C=CC=CC=2)C2C=CC=CC=2)[P](C2C=CC=CC=2)(C2C=CC=CC=2)C2C=CC=CC=2)(C2C=CC=CC=2)C2C=CC=CC=2)=CC=1. The product is [CH3:21][C:18]1[CH:19]=[CH:20][C:15]([C:2]2[CH:10]=[C:9]([N+:11]([O-:13])=[O:12])[CH:8]=[C:4]([C:5]([OH:7])=[O:6])[CH:3]=2)=[CH:16][CH:17]=1. The yield is 0.972. (2) The reactants are [Cl:1][C:2]1[CH:8]=[C:7]([O:9][C:10]2[C:19]3[C:14](=[CH:15][C:16]([O:22][CH3:23])=[C:17]([O:20][CH3:21])[CH:18]=3)[N:13]=[CH:12][N:11]=2)[CH:6]=[CH:5][C:3]=1[NH2:4].C1(C)C=CC=CC=1.C(N(CC)CC)C.Cl[C:39](Cl)([O:41][C:42](=[O:48])OC(Cl)(Cl)Cl)Cl.[C:50]([C:54]1[CH:59]=[CH:58][C:57]([S:60][CH2:61][CH2:62]CO)=[CH:56][CH:55]=1)([CH3:53])([CH3:52])[CH3:51]. The catalyst is C(Cl)Cl. The product is [Cl:1][C:2]1[CH:8]=[C:7]([O:9][C:10]2[C:19]3[C:14](=[CH:15][C:16]([O:22][CH3:23])=[C:17]([O:20][CH3:21])[CH:18]=3)[N:13]=[CH:12][N:11]=2)[CH:6]=[CH:5][C:3]=1[NH:4][C:42](=[O:48])[O:41][CH2:39][CH2:62][CH2:61][S:60][C:57]1[CH:58]=[CH:59][C:54]([C:50]([CH3:51])([CH3:53])[CH3:52])=[CH:55][CH:56]=1. The yield is 0.470. (3) The product is [Cl:21][C:17]1[S:18][C:14]2[CH:13]=[C:12]([F:20])[CH:11]=[C:10]([F:9])[C:15]=2[N:16]=1. The catalyst is C(#N)C.[Cu](Cl)Cl. The reactants are N(OCCC(C)C)=O.[F:9][C:10]1[C:15]2[N:16]=[C:17](N)[S:18][C:14]=2[CH:13]=[C:12]([F:20])[CH:11]=1.[ClH:21]. The yield is 0.990.